This data is from NCI-60 drug combinations with 297,098 pairs across 59 cell lines. The task is: Regression. Given two drug SMILES strings and cell line genomic features, predict the synergy score measuring deviation from expected non-interaction effect. Drug 1: CCCS(=O)(=O)NC1=C(C(=C(C=C1)F)C(=O)C2=CNC3=C2C=C(C=N3)C4=CC=C(C=C4)Cl)F. Cell line: SK-MEL-2. Synergy scores: CSS=58.9, Synergy_ZIP=10.4, Synergy_Bliss=11.2, Synergy_Loewe=-31.8, Synergy_HSA=8.81. Drug 2: C1=CC(=C2C(=C1NCCNCCO)C(=O)C3=C(C=CC(=C3C2=O)O)O)NCCNCCO.